Dataset: Forward reaction prediction with 1.9M reactions from USPTO patents (1976-2016). Task: Predict the product of the given reaction. (1) Given the reactants [CH3:1][C:2]1[N:7]=[C:6]([CH:8]=[O:9])[CH:5]=[CH:4][C:3]=1[N+:10]([O-:12])=[O:11].[BH4-].[Na+], predict the reaction product. The product is: [CH3:1][C:2]1[N:7]=[C:6]([CH2:8][OH:9])[CH:5]=[CH:4][C:3]=1[N+:10]([O-:12])=[O:11]. (2) The product is: [CH2:26]([C:2]1[CH:3]=[C:4]([C:9]2[CH2:13][C:12]([CH3:19])([C:14]([O:16][CH2:17][CH3:18])=[O:15])[O:11][N:10]=2)[CH:5]=[C:6]([F:8])[CH:7]=1)[CH3:27]. Given the reactants Br[C:2]1[CH:3]=[C:4]([C:9]2[CH2:13][C:12]([CH3:19])([C:14]([O:16][CH2:17][CH3:18])=[O:15])[O:11][N:10]=2)[CH:5]=[C:6]([F:8])[CH:7]=1.C(=O)([O-])[O-].[K+].[K+].[CH2:26](B(CC)CC)[CH3:27].S(=O)(=O)(O)O, predict the reaction product. (3) Given the reactants [NH2:1][C:2]1[O:3][CH2:4][CH2:5][C:6]2([N:29]=1)[C:19]1[CH:18]=[C:17]([OH:20])[CH:16]=[C:15]([F:21])[C:14]=1[O:13][C:12]1[C:7]2=[CH:8][C:9]([C:22]2[C:23]([F:28])=[N:24][CH:25]=[CH:26][CH:27]=2)=[CH:10][CH:11]=1.C(Cl)Cl.ClC1C=CC(N([S:41]([C:44]([F:47])([F:46])[F:45])(=[O:43])=[O:42])[S:41]([C:44]([F:47])([F:46])[F:45])(=[O:43])=[O:42])=NC=1, predict the reaction product. The product is: [F:45][C:44]([F:47])([F:46])[S:41]([O:20][C:17]1[CH:18]=[C:19]2[C:14]([O:13][C:12]3[CH:11]=[CH:10][C:9]([C:22]4[C:23]([F:28])=[N:24][CH:25]=[CH:26][CH:27]=4)=[CH:8][C:7]=3[C:6]32[CH2:5][CH2:4][O:3][C:2]([NH2:1])=[N:29]3)=[C:15]([F:21])[CH:16]=1)(=[O:43])=[O:42].